This data is from Full USPTO retrosynthesis dataset with 1.9M reactions from patents (1976-2016). The task is: Predict the reactants needed to synthesize the given product. (1) Given the product [CH2:1]([O:4][C:5](=[O:68])[NH:6][C@@H:7]([CH:65]([CH3:67])[CH3:66])[C:8]([NH:10][C@@H:11]([CH3:64])[C:12]([NH:14][C:15]1[CH:16]=[CH:17][C:18]([CH2:21][O:22][C:23](=[O:63])[NH:24][C:25]2[CH:30]=[C:29]([O:31][Si:32]([CH:39]([CH3:40])[CH3:41])([CH:33]([CH3:35])[CH3:34])[CH:36]([CH3:38])[CH3:37])[C:28]([O:42][CH3:43])=[CH:27][C:26]=2[C:44]([N:46]2[CH:50]=[C:49](/[CH:51]=[CH:52]/[CH3:53])[CH2:48][C@H:47]2[CH2:54][OH:55])=[O:45])=[CH:19][CH:20]=1)=[O:13])=[O:9])[CH:2]=[CH2:3], predict the reactants needed to synthesize it. The reactants are: [CH2:1]([O:4][C:5](=[O:68])[NH:6][C@@H:7]([CH:65]([CH3:67])[CH3:66])[C:8]([NH:10][C@@H:11]([CH3:64])[C:12]([NH:14][C:15]1[CH:20]=[CH:19][C:18]([CH2:21][O:22][C:23](=[O:63])[NH:24][C:25]2[CH:30]=[C:29]([O:31][Si:32]([CH:39]([CH3:41])[CH3:40])([CH:36]([CH3:38])[CH3:37])[CH:33]([CH3:35])[CH3:34])[C:28]([O:42][CH3:43])=[CH:27][C:26]=2[C:44]([N:46]2[CH:50]=[C:49](/[CH:51]=[CH:52]/[CH3:53])[CH2:48][C@H:47]2[CH2:54][O:55][Si](C(C)(C)C)(C)C)=[O:45])=[CH:17][CH:16]=1)=[O:13])=[O:9])[CH:2]=[CH2:3]. (2) Given the product [C:1]([O:5][C:6](=[O:21])[N:7]([CH2:11][C:12]1[CH:17]=[CH:16][C:15]([Cl:18])=[C:14]([CH:19]=[O:20])[CH:13]=1)[CH2:8][CH2:9][F:10])([CH3:4])([CH3:2])[CH3:3], predict the reactants needed to synthesize it. The reactants are: [C:1]([O:5][C:6](=[O:21])[N:7]([CH2:11][C:12]1[CH:17]=[CH:16][C:15]([Cl:18])=[C:14]([CH2:19][OH:20])[CH:13]=1)[CH2:8][CH2:9][F:10])([CH3:4])([CH3:3])[CH3:2]. (3) Given the product [CH2:12]([O:11][CH2:10][O:9][C:7]1[CH:6]=[CH:5][C:4]([CH3:14])=[C:3]([B:15]([OH:20])[OH:16])[CH:8]=1)[CH3:13], predict the reactants needed to synthesize it. The reactants are: [Mg].Br[C:3]1[CH:8]=[C:7]([O:9][CH2:10][O:11][CH2:12][CH3:13])[CH:6]=[CH:5][C:4]=1[CH3:14].[B:15](OC(C)C)([O:20]C(C)C)[O:16]C(C)C.Cl. (4) The reactants are: C(OC([N:8]1[CH2:12][C@@H:11]([OH:13])[CH2:10][C@H:9]1[C:14](=[O:20])[NH:15][CH:16]1[CH2:19][CH2:18][CH2:17]1)=O)(C)(C)C.C(O)(C(F)(F)F)=O. Given the product [CH:16]1([NH:15][C:14]([C@@H:9]2[CH2:10][C@H:11]([OH:13])[CH2:12][NH:8]2)=[O:20])[CH2:19][CH2:18][CH2:17]1, predict the reactants needed to synthesize it. (5) Given the product [F:26][C:10]1[C:9]2[C:5]([CH2:4][C:3]([OH:27])=[O:2])=[CH:6][S:7][C:8]=2[CH:13]=[C:12]([O:14][CH2:15][C:16]2[N:20]([CH3:21])[N:19]=[C:18]([C:22]([F:24])([F:23])[F:25])[CH:17]=2)[CH:11]=1, predict the reactants needed to synthesize it. The reactants are: C[O:2][C:3](=[O:27])[CH2:4][C:5]1[C:9]2[C:10]([F:26])=[CH:11][C:12]([O:14][CH2:15][C:16]3[N:20]([CH3:21])[N:19]=[C:18]([C:22]([F:25])([F:24])[F:23])[CH:17]=3)=[CH:13][C:8]=2[S:7][CH:6]=1.[OH-].[Na+].C1COCC1.Cl.